From a dataset of Tyrosyl-DNA phosphodiesterase HTS with 341,365 compounds. Binary Classification. Given a drug SMILES string, predict its activity (active/inactive) in a high-throughput screening assay against a specified biological target. The drug is Oc1c(C2NC(N=C(C2)c2cc(OC)ccc2)(C)C)cccc1. The result is 0 (inactive).